The task is: Predict the reactants needed to synthesize the given product.. This data is from Full USPTO retrosynthesis dataset with 1.9M reactions from patents (1976-2016). (1) Given the product [O:1]=[C:2]1[CH2:3][C:4]([CH2:28][C:29]#[N:30])([N:6]2[CH:10]=[C:9]([C:11]3[C:12]4[CH:19]=[CH:18][N:17]([CH2:20][O:21][CH2:22][CH2:23][Si:24]([CH3:25])([CH3:27])[CH3:26])[C:13]=4[N:14]=[CH:15][N:16]=3)[CH:8]=[N:7]2)[CH2:5]1, predict the reactants needed to synthesize it. The reactants are: [OH:1][CH:2]1[CH2:5][C:4]([CH2:28][C:29]#[N:30])([N:6]2[CH:10]=[C:9]([C:11]3[C:12]4[CH:19]=[CH:18][N:17]([CH2:20][O:21][CH2:22][CH2:23][Si:24]([CH3:27])([CH3:26])[CH3:25])[C:13]=4[N:14]=[CH:15][N:16]=3)[CH:8]=[N:7]2)[CH2:3]1.CC(OI1(OC(C)=O)(OC(C)=O)OC(=O)C2C=CC=CC1=2)=O.[OH-].[Na+]. (2) The reactants are: [CH2:1]([O:3][CH2:4][C:5]1[N:6]([CH2:19][C:20]([CH3:29])([O:22][CH2:23][CH2:24][S:25]([CH3:28])(=[O:27])=[O:26])[CH3:21])[C:7]2[C:16]3[CH:15]=[CH:14][CH:13]=[CH:12][C:11]=3[N:10]=[C:9]([NH2:17])[C:8]=2[N:18]=1)[CH3:2].[H][H].[OH-].[Na+]. Given the product [CH2:1]([O:3][CH2:4][C:5]1[N:6]([CH2:19][C:20]([CH3:21])([O:22][CH2:23][CH2:24][S:25]([CH3:28])(=[O:27])=[O:26])[CH3:29])[C:7]2[C:16]3[CH2:15][CH2:14][CH2:13][CH2:12][C:11]=3[N:10]=[C:9]([NH2:17])[C:8]=2[N:18]=1)[CH3:2], predict the reactants needed to synthesize it. (3) The reactants are: Cl[C:2]1[CH:3]=[CH:4][C:5]([N+:14]([O-:16])=[O:15])=[C:6]([N:8]2[CH2:13][CH2:12][CH2:11][CH2:10][CH2:9]2)[CH:7]=1.[CH3:17][O-:18].[Na+].CO. Given the product [CH3:17][O:18][C:2]1[CH:3]=[CH:4][C:5]([N+:14]([O-:16])=[O:15])=[C:6]([N:8]2[CH2:13][CH2:12][CH2:11][CH2:10][CH2:9]2)[CH:7]=1, predict the reactants needed to synthesize it. (4) Given the product [C:34]1([CH:22]([C:16]2[CH:21]=[CH:20][CH:19]=[CH:18][CH:17]=2)[N:23]2[C:31]3[C:26](=[CH:27][CH:28]=[CH:29][CH:30]=3)[C:25]([OH:32])([C:8]3[C:7]([OH:10])=[CH:6][C:4]4[O:5][CH2:1][O:2][C:3]=4[CH:9]=3)[C:24]2=[O:33])[CH:35]=[CH:36][CH:37]=[CH:38][CH:39]=1, predict the reactants needed to synthesize it. The reactants are: [CH2:1]1[O:5][C:4]2[CH:6]=[C:7]([OH:10])[CH:8]=[CH:9][C:3]=2[O:2]1.C([Mg]Cl)(C)C.[C:16]1([CH:22]([C:34]2[CH:39]=[CH:38][CH:37]=[CH:36][CH:35]=2)[N:23]2[C:31]3[C:26](=[CH:27][CH:28]=[CH:29][CH:30]=3)[C:25](=[O:32])[C:24]2=[O:33])[CH:21]=[CH:20][CH:19]=[CH:18][CH:17]=1. (5) Given the product [O:22]1[C:14]2[CH:13]=[CH:12][C:17]([CH:18]=[C:2]([C:3]([O:5][CH2:6][CH3:7])=[O:4])[C:1]([O:9][CH2:10][CH3:11])=[O:8])=[CH:16][C:15]=2[O:20][CH2:21]1, predict the reactants needed to synthesize it. The reactants are: [C:1]([O:9][CH2:10][CH3:11])(=[O:8])[CH2:2][C:3]([O:5][CH2:6][CH3:7])=[O:4].[CH:12]1[C:17]([CH:18]=O)=[CH:16][C:15]2[O:20][CH2:21][O:22][C:14]=2[CH:13]=1.N1CCCCC1.C(O)(=O)C. (6) Given the product [CH3:18][NH:19][C:12]([C:3]1[CH:4]=[C:5]2[C:9](=[CH:10][C:2]=1[Br:1])[NH:8][C:7](=[O:11])[CH2:6]2)=[O:14], predict the reactants needed to synthesize it. The reactants are: [Br:1][C:2]1[CH:10]=[C:9]2[C:5]([CH2:6][C:7](=[O:11])[NH:8]2)=[CH:4][C:3]=1[C:12]([OH:14])=O.CN.Cl.[CH3:18][N:19](C)CCCN=C=NCC.CN(C1C=CC=CN=1)C.Cl. (7) Given the product [Cl:10][CH2:9][C@H:6]1[CH2:7][CH2:8][C@@H:4]([CH2:3][Cl:2])[N:5]1[C:11]1[CH:16]=[CH:15][CH:14]=[CH:13][C:12]=1[O:17][CH3:18], predict the reactants needed to synthesize it. The reactants are: Cl.[Cl:2][CH2:3][C@H:4]1[CH2:8][CH2:7][C@@H:6]([CH2:9][Cl:10])[N:5]1[C:11]1[CH:16]=[CH:15][CH:14]=[CH:13][C:12]=1[O:17][CH3:18]. (8) Given the product [CH3:9][O:8][C:5]1[CH:6]=[CH:7][C:2]([C:10]2[CH:15]=[CH:14][CH:13]=[CH:12][CH:11]=2)=[CH:3][CH:4]=1, predict the reactants needed to synthesize it. The reactants are: I[C:2]1[CH:7]=[CH:6][C:5]([O:8][CH3:9])=[CH:4][CH:3]=1.[C:10]1(B(O)O)[CH:15]=[CH:14][CH:13]=[CH:12][CH:11]=1.[OH-].[Na+]. (9) Given the product [CH3:1][C:2]1[C:3]2[NH:9][C:20](=[O:21])[CH2:19][O:8][C:4]=2[CH:5]=[CH:6][CH:7]=1, predict the reactants needed to synthesize it. The reactants are: [CH3:1][C:2]1[C:3]([N+:9]([O-])=O)=[C:4]([OH:8])[CH:5]=[CH:6][CH:7]=1.C(=O)([O-])[O-].[K+].[K+].Br[CH2:19][C:20](OC)=[O:21]. (10) Given the product [Br:1][C:2]([Br:16])=[CH:3][C:4]1[CH:9]=[C:8]([O:10][CH2:11][CH3:12])[CH:7]=[CH:6][C:5]=1[NH2:13], predict the reactants needed to synthesize it. The reactants are: [Br:1][C:2]([Br:16])=[CH:3][C:4]1[CH:9]=[C:8]([O:10][CH2:11][CH3:12])[CH:7]=[CH:6][C:5]=1[N+:13]([O-])=O.